From a dataset of Catalyst prediction with 721,799 reactions and 888 catalyst types from USPTO. Predict which catalyst facilitates the given reaction. Reactant: [CH3:1][O:2][C:3]([C:5]1[O:6][CH:7]=[CH:8][C:9](=[O:11])[CH:10]=1)=[O:4]. Product: [CH3:1][O:2][C:3]([CH:5]1[CH2:10][CH:9]([OH:11])[CH2:8][CH2:7][O:6]1)=[O:4]. The catalyst class is: 19.